Dataset: Forward reaction prediction with 1.9M reactions from USPTO patents (1976-2016). Task: Predict the product of the given reaction. (1) The product is: [Cl:15][C:16]1[CH:17]=[CH:18][C:19]([O:25][CH3:26])=[C:20]([CH:24]=1)[CH2:21][N:22]([CH3:23])[C:12](=[O:14])[CH2:11][CH2:10][CH2:9][S:8][C:5]1[CH:4]=[CH:3][C:2]([OH:1])=[CH:7][CH:6]=1. Given the reactants [OH:1][C:2]1[CH:7]=[CH:6][C:5]([S:8][CH2:9][CH2:10][CH2:11][C:12]([OH:14])=O)=[CH:4][CH:3]=1.[Cl:15][C:16]1[CH:17]=[CH:18][C:19]([O:25][CH3:26])=[C:20]([CH:24]=1)[CH2:21][NH:22][CH3:23], predict the reaction product. (2) Given the reactants Br[C:2]1[C:3]([C@@H:8]([NH:18][C:19](=[O:31])[CH2:20][C:21]2[C:29]3[C:24](=[CH:25][CH:26]=[C:27]([F:30])[CH:28]=3)[NH:23][CH:22]=2)[CH2:9][C:10]2[CH:15]=[C:14]([F:16])[CH:13]=[C:12]([F:17])[CH:11]=2)=[N:4][CH:5]=[CH:6][CH:7]=1.[F:32][C:33]1[CH:38]=[CH:37][C:36](B(O)O)=[CH:35][C:34]=1[C:42](=[O:44])[NH2:43].C([O-])([O-])=O.[K+].[K+], predict the reaction product. The product is: [F:17][C:12]1[CH:11]=[C:10]([CH2:9][C@@H:8]([C:3]2[C:2]([C:36]3[CH:37]=[CH:38][C:33]([F:32])=[C:34]([CH:35]=3)[C:42]([NH2:43])=[O:44])=[CH:7][CH:6]=[CH:5][N:4]=2)[NH:18][C:19](=[O:31])[CH2:20][C:21]2[C:29]3[C:24](=[CH:25][CH:26]=[C:27]([F:30])[CH:28]=3)[NH:23][CH:22]=2)[CH:15]=[C:14]([F:16])[CH:13]=1. (3) Given the reactants F[C:2]1[C:9]([F:10])=[CH:8][CH:7]=[C:6]([O:11][CH3:12])[C:3]=1[C:4]#[N:5].[OH2:13].[NH2:14][NH2:15].CC(C)=O.[C:20]1(=O)O[C:23](=[O:24])[C:22]2=[CH:26][CH:27]=[CH:28][CH:29]=[C:21]12, predict the reaction product. The product is: [F:10][C:9]1[CH:8]=[CH:7][C:6]([O:11][CH3:12])=[C:3]2[C:2]=1[NH:15][N:14]=[C:4]2[N:5]1[C:20](=[O:13])[C:21]2[C:22](=[CH:26][CH:27]=[CH:28][CH:29]=2)[C:23]1=[O:24]. (4) The product is: [CH3:30][C:19]1[C:20]2[N:21]([C:23]([C:26]([F:29])([F:27])[F:28])=[N:24][N:25]=2)[N:22]=[C:17]([N:11]2[CH2:12][CH2:13][N:8]([CH2:7][C:6]3[CH:5]=[CH:4][C:3]([C:1]#[N:2])=[CH:15][CH:14]=3)[CH2:9][CH2:10]2)[CH:18]=1. Given the reactants [C:1]([C:3]1[CH:15]=[CH:14][C:6]([CH2:7][N:8]2[CH2:13][CH2:12][NH:11][CH2:10][CH2:9]2)=[CH:5][CH:4]=1)#[N:2].Cl[C:17]1[CH:18]=[C:19]([CH3:30])[C:20]2[N:21]([C:23]([C:26]([F:29])([F:28])[F:27])=[N:24][N:25]=2)[N:22]=1, predict the reaction product. (5) Given the reactants [CH3:1][O:2][C:3](=[O:26])[CH:4]([C:9]1[CH:10]=[C:11]([C:16]2[CH:21]=[CH:20][C:19]([C:22]([F:25])([F:24])[F:23])=[CH:18][CH:17]=2)[CH:12]=[C:13]([OH:15])[CH:14]=1)[CH2:5][CH:6]([CH3:8])[CH3:7].[F:27][C:28]1[CH:29]=[C:30](B(O)O)[CH:31]=[CH:32][CH:33]=1, predict the reaction product. The product is: [CH3:1][O:2][C:3](=[O:26])[CH:4]([C:9]1[CH:10]=[C:11]([C:16]2[CH:17]=[CH:18][C:19]([C:22]([F:23])([F:25])[F:24])=[CH:20][CH:21]=2)[CH:12]=[C:13]([O:15][C:32]2[CH:31]=[CH:30][CH:29]=[C:28]([F:27])[CH:33]=2)[CH:14]=1)[CH2:5][CH:6]([CH3:8])[CH3:7]. (6) Given the reactants Cl[C:2]1[CH:7]=[CH:6][N:5]=[C:4]2[CH:8]=[C:9]([C:11]([N:13]3[CH2:17][CH2:16][CH2:15][C@H:14]3[CH2:18][O:19][Si](C(C)(C)C)(C)C)=[O:12])[S:10][C:3]=12.[CH:27]1([NH:30][C:31]([C:33]2[C:41]3[C:36](=[CH:37][C:38]([OH:42])=[CH:39][CH:40]=3)[N:35]([CH3:43])[C:34]=2[CH3:44])=[O:32])[CH2:29][CH2:28]1.C([O-])([O-])=O.[Cs+].[Cs+], predict the reaction product. The product is: [CH:27]1([NH:30][C:31]([C:33]2[C:41]3[C:36](=[CH:37][C:38]([O:42][C:2]4[CH:7]=[CH:6][N:5]=[C:4]5[CH:8]=[C:9]([C:11]([N:13]6[CH2:17][CH2:16][CH2:15][C@H:14]6[CH2:18][OH:19])=[O:12])[S:10][C:3]=45)=[CH:39][CH:40]=3)[N:35]([CH3:43])[C:34]=2[CH3:44])=[O:32])[CH2:28][CH2:29]1. (7) Given the reactants [CH2:1]([C:3]1[CH:13]=[CH:12][C:6]([NH:7][CH2:8][CH:9]([CH3:11])[CH3:10])=[CH:5][CH:4]=1)[CH3:2].Cl[S:15]([C:18]1[CH:19]=[CH:20][C:21]([OH:28])=[C:22]([CH:27]=1)[C:23]([O:25][CH3:26])=[O:24])(=[O:17])=[O:16], predict the reaction product. The product is: [CH2:1]([C:3]1[CH:13]=[CH:12][C:6]([N:7]([CH2:8][CH:9]([CH3:10])[CH3:11])[S:15]([C:18]2[CH:19]=[CH:20][C:21]([OH:28])=[C:22]([CH:27]=2)[C:23]([O:25][CH3:26])=[O:24])(=[O:17])=[O:16])=[CH:5][CH:4]=1)[CH3:2]. (8) Given the reactants [Cl:1][C:2]1[CH:3]=[C:4]([CH:9]=[C:10]([Cl:13])[C:11]=1[OH:12])[C:5]([O:7][CH3:8])=[O:6].[C:14]([O:18][C:19]([N:21]1[CH2:27][CH2:26][CH2:25][C@H:22]1[CH2:23]O)=[O:20])([CH3:17])([CH3:16])[CH3:15].C1C=CC(P(C2C=CC=CC=2)C2C=CC=CC=2)=CC=1.CC(OC(/N=N/C(OC(C)C)=O)=O)C, predict the reaction product. The product is: [C:14]([O:18][C:19]([N:21]1[CH2:27][CH2:26][CH2:25][CH:22]1[CH2:23][O:12][C:11]1[C:2]([Cl:1])=[CH:3][C:4]([C:5]([O:7][CH3:8])=[O:6])=[CH:9][C:10]=1[Cl:13])=[O:20])([CH3:17])([CH3:15])[CH3:16].